From a dataset of Full USPTO retrosynthesis dataset with 1.9M reactions from patents (1976-2016). Predict the reactants needed to synthesize the given product. (1) Given the product [CH3:15][N:16]1[CH2:21][CH2:20][N:19]([C:2]2[C:11]3[C:6](=[CH:7][CH:8]=[C:9]([N+:12]([O-:14])=[O:13])[CH:10]=3)[N:5]=[CH:4][N:3]=2)[CH2:18][CH2:17]1, predict the reactants needed to synthesize it. The reactants are: Cl[C:2]1[C:11]2[C:6](=[CH:7][CH:8]=[C:9]([N+:12]([O-:14])=[O:13])[CH:10]=2)[N:5]=[CH:4][N:3]=1.[CH3:15][N:16]1[CH2:21][CH2:20][NH:19][CH2:18][CH2:17]1. (2) Given the product [NH2:14][CH:15]1[CH2:20][CH2:19][C:18]([OH:32])([C:21]([NH:22][CH:23]([C:25]2[CH:26]=[CH:27][CH:28]=[CH:29][CH:30]=2)[CH3:24])=[O:31])[CH2:17][CH2:16]1, predict the reactants needed to synthesize it. The reactants are: FC(F)(F)C(O)=O.C(OC(=O)[NH:14][CH:15]1[CH2:20][CH2:19][C:18]([OH:32])([C:21](=[O:31])[NH:22][CH:23]([C:25]2[CH:30]=[CH:29][CH:28]=[CH:27][CH:26]=2)[CH3:24])[CH2:17][CH2:16]1)(C)(C)C.